Dataset: NCI-60 drug combinations with 297,098 pairs across 59 cell lines. Task: Regression. Given two drug SMILES strings and cell line genomic features, predict the synergy score measuring deviation from expected non-interaction effect. (1) Drug 1: CC1OCC2C(O1)C(C(C(O2)OC3C4COC(=O)C4C(C5=CC6=C(C=C35)OCO6)C7=CC(=C(C(=C7)OC)O)OC)O)O. Drug 2: C1=CN(C=N1)CC(O)(P(=O)(O)O)P(=O)(O)O. Cell line: NCI-H460. Synergy scores: CSS=9.05, Synergy_ZIP=-20.0, Synergy_Bliss=-33.0, Synergy_Loewe=-52.9, Synergy_HSA=-33.9. (2) Drug 1: C1C(C(OC1N2C=C(C(=O)NC2=O)F)CO)O. Drug 2: CCCCC(=O)OCC(=O)C1(CC(C2=C(C1)C(=C3C(=C2O)C(=O)C4=C(C3=O)C=CC=C4OC)O)OC5CC(C(C(O5)C)O)NC(=O)C(F)(F)F)O. Cell line: HCT-15. Synergy scores: CSS=20.5, Synergy_ZIP=-6.63, Synergy_Bliss=-8.90, Synergy_Loewe=-12.8, Synergy_HSA=-7.32.